Dataset: Full USPTO retrosynthesis dataset with 1.9M reactions from patents (1976-2016). Task: Predict the reactants needed to synthesize the given product. (1) Given the product [Br:27][C:23]1[CH:22]=[C:21]([CH:26]=[CH:25][CH:24]=1)[CH2:20][N:19]1[C:18]2[C:17](=[O:28])[N:16]([CH3:29])[C:15](=[O:30])[N:14]([CH3:31])[C:13]=2[N:12]=[C:11]1[S:10][C:7]([CH3:9])([CH3:8])[CH2:6][O:5][CH2:33][CH3:34], predict the reactants needed to synthesize it. The reactants are: CS([O:5][CH2:6][C:7]([S:10][C:11]1[N:19]([CH2:20][C:21]2[CH:26]=[CH:25][CH:24]=[C:23]([Br:27])[CH:22]=2)[C:18]2[C:17](=[O:28])[N:16]([CH3:29])[C:15](=[O:30])[N:14]([CH3:31])[C:13]=2[N:12]=1)([CH3:9])[CH3:8])(=O)=O.[Na].[CH2:33](O)[CH3:34]. (2) The reactants are: [Br:1][C:2]1[NH:10][C:9]2[C:4](=[N:5][CH:6]=[N:7][CH:8]=2)[N:3]=1.Br[CH2:12][CH2:13][CH2:14][CH3:15].C(=O)([O-])[O-].[Cs+].[Cs+].C[N:23](C=O)C. Given the product [Br:1][C:2]1[N:3]([CH2:12][CH2:13][CH2:14][CH3:15])[C:4]2[C:9]([N:10]=1)=[C:8]([NH2:23])[N:7]=[CH:6][N:5]=2, predict the reactants needed to synthesize it.